This data is from Reaction yield outcomes from USPTO patents with 853,638 reactions. The task is: Predict the reaction yield, written as a fraction of the theoretical maximum amount of product (1.0 means a 100% yield; for example, 0.34 means a 34% yield). (1) The reactants are [C:1]12([C:14](=[O:15])[NH:13][C:12](=[O:16])[NH:11]1)[C:10]1[C:5](=[CH:6][CH:7]=[CH:8][CH:9]=1)[CH2:4][CH2:3][CH2:2]2.C([O-])([O-])=O.[K+].[K+].Br[CH2:24][C:25]([O:27][C:28]([CH3:31])([CH3:30])[CH3:29])=[O:26]. The catalyst is CN(C=O)C.O. The product is [O:16]=[C:12]1[NH:11][C:1]2([C:10]3[C:5](=[CH:6][CH:7]=[CH:8][CH:9]=3)[CH2:4][CH2:3][CH2:2]2)[C:14](=[O:15])[N:13]1[CH2:24][C:25]([O:27][C:28]([CH3:31])([CH3:30])[CH3:29])=[O:26]. The yield is 0.950. (2) The reactants are C([Li])CCC.Br[C:7]1[CH:12]=[CH:11][C:10]([S:13]([N:16]2[CH2:20][CH2:19][CH2:18][CH2:17]2)(=[O:15])=[O:14])=[CH:9][CH:8]=1.[B:21](OC(C)C)([O:26]C(C)C)[O:22]C(C)C. The catalyst is O1CCCC1. The product is [N:16]1([S:13]([C:10]2[CH:11]=[CH:12][C:7]([B:21]([OH:26])[OH:22])=[CH:8][CH:9]=2)(=[O:15])=[O:14])[CH2:20][CH2:19][CH2:18][CH2:17]1. The yield is 0.700.